From a dataset of Forward reaction prediction with 1.9M reactions from USPTO patents (1976-2016). Predict the product of the given reaction. (1) The product is: [CH2:1]([O:3][C:4]([C:6]1[O:7][C:8]2[C:14]([CH2:15][C:17]3[N:18]=[CH:19][NH:20][CH:21]=3)=[CH:13][C:12]([CH3:35])=[CH:11][C:9]=2[CH:10]=1)=[O:5])[CH3:2]. Given the reactants [CH2:1]([O:3][C:4]([C:6]1[O:7][C:8]2[C:14]([CH:15]([C:17]3[N:18]=[C:19]([Si](C(C)(C)C)(C)C)[N:20](S(=O)(=O)N(C)C)[CH:21]=3)O)=[CH:13][C:12]([CH3:35])=[CH:11][C:9]=2[CH:10]=1)=[O:5])[CH3:2], predict the reaction product. (2) Given the reactants [CH3:1][N:2]([CH3:29])[C:3]1([C:23]2[CH:28]=[CH:27][CH:26]=[CH:25][CH:24]=2)[CH2:8][CH2:7][CH:6]([CH2:9][NH:10][C:11]([NH:13][CH2:14][CH2:15][CH2:16][C:17]2[CH:22]=[CH:21][CH:20]=[CH:19][CH:18]=2)=[O:12])[CH2:5][CH2:4]1.[Cl:30][Si](C)(C)C.C(OCC)C, predict the reaction product. The product is: [ClH:30].[CH3:29][N:2]([CH3:1])[C:3]1([C:23]2[CH:28]=[CH:27][CH:26]=[CH:25][CH:24]=2)[CH2:8][CH2:7][CH:6]([CH2:9][NH:10][C:11]([NH:13][CH2:14][CH2:15][CH2:16][C:17]2[CH:22]=[CH:21][CH:20]=[CH:19][CH:18]=2)=[O:12])[CH2:5][CH2:4]1.[CH3:29][N:2]([CH3:1])[C:3]1([C:23]2[CH:28]=[CH:27][CH:26]=[CH:25][CH:24]=2)[CH2:8][CH2:7][CH:6]([CH2:9][NH:10][C:11]([NH:13][CH2:14][CH2:15][CH2:16][C:17]2[CH:22]=[CH:21][CH:20]=[CH:19][CH:18]=2)=[O:12])[CH2:5][CH2:4]1. (3) Given the reactants [CH2:1]([O:8][C:9]([NH:11][C:12]1[C:13]([C:23]([OH:25])=O)=[N:14][C:15]2[C:20]([CH:21]=1)=[CH:19][CH:18]=[C:17]([Br:22])[CH:16]=2)=[O:10])[C:2]1[CH:7]=[CH:6][CH:5]=[CH:4][CH:3]=1.[NH2:26][C:27]1[CH:28]=[N:29][CH:30]=[CH:31][C:32]=1[N:33]1[CH2:38][CH2:37][CH2:36][C@H:35]([NH:39][C:40](=[O:49])[O:41][CH2:42][C:43]2[CH:48]=[CH:47][CH:46]=[CH:45][CH:44]=2)[CH2:34]1.CN(C(ON1N=NC2C=CC=NC1=2)=[N+](C)C)C.F[P-](F)(F)(F)(F)F.CCN(C(C)C)C(C)C, predict the reaction product. The product is: [CH2:1]([O:8][C:9]([NH:11][C:12]1[C:13]([C:23]([NH:26][C:27]2[CH:28]=[N:29][CH:30]=[CH:31][C:32]=2[N:33]2[CH2:38][CH2:37][CH2:36][C@H:35]([NH:39][C:40](=[O:49])[O:41][CH2:42][C:43]3[CH:44]=[CH:45][CH:46]=[CH:47][CH:48]=3)[CH2:34]2)=[O:25])=[N:14][C:15]2[C:20]([CH:21]=1)=[CH:19][CH:18]=[C:17]([Br:22])[CH:16]=2)=[O:10])[C:2]1[CH:7]=[CH:6][CH:5]=[CH:4][CH:3]=1.